This data is from Full USPTO retrosynthesis dataset with 1.9M reactions from patents (1976-2016). The task is: Predict the reactants needed to synthesize the given product. (1) The reactants are: [CH2:1]([O:8][C:9](=[O:16])[NH:10][C@H:11]([CH3:15])[C:12]([NH2:14])=O)[C:2]1[CH:7]=[CH:6][CH:5]=[CH:4][CH:3]=1.ClC1N=C(Cl)N=C(Cl)N=1.O. Given the product [CH2:1]([O:8][C:9](=[O:16])[NH:10][C@@H:11]([C:12]#[N:14])[CH3:15])[C:2]1[CH:7]=[CH:6][CH:5]=[CH:4][CH:3]=1, predict the reactants needed to synthesize it. (2) Given the product [N:5]1([CH2:4][CH2:3][NH:12][CH2:11][CH2:10][NH2:13])[CH2:9][CH2:8][CH2:7][CH2:6]1, predict the reactants needed to synthesize it. The reactants are: Cl.Cl[CH2:3][CH2:4][N:5]1[CH2:9][CH2:8][CH2:7][CH2:6]1.[CH2:10]([NH2:13])[CH2:11][NH2:12].[OH-].[Na+]. (3) Given the product [N:1]([C:2]1[C:3]([C:13]2[CH:14]=[N:15][C:16]([N:19]3[CH2:20][CH2:21][O:22][CH2:23][CH2:24]3)=[CH:17][CH:18]=2)=[N:4][C:5]([Br:12])=[CH:6][C:7]=1[C:8]([O:10][CH3:11])=[O:9])=[N+:29]=[N-:30], predict the reactants needed to synthesize it. The reactants are: [NH2:1][C:2]1[C:3]([C:13]2[CH:14]=[N:15][C:16]([N:19]3[CH2:24][CH2:23][O:22][CH2:21][CH2:20]3)=[CH:17][CH:18]=2)=[N:4][C:5]([Br:12])=[CH:6][C:7]=1[C:8]([O:10][CH3:11])=[O:9].N([O-])=O.[Na+].[N-:29]=[N+:30]=[N-].[Na+].CCOCC. (4) Given the product [CH2:3]([O:10][C:11]1[CH:12]=[C:13]([C:19]2(/[CH:22]=[CH:1]/[NH2:2])[CH2:20][CH2:21]2)[CH:14]=[CH:15][C:16]=1[O:17][CH3:18])[C:4]1[CH:5]=[CH:6][CH:7]=[CH:8][CH:9]=1, predict the reactants needed to synthesize it. The reactants are: [CH3:1][NH2:2].[CH2:3]([O:10][C:11]1[CH:12]=[C:13]([C:19]2([CH:22]=O)[CH2:21][CH2:20]2)[CH:14]=[CH:15][C:16]=1[O:17][CH3:18])[C:4]1[CH:9]=[CH:8][CH:7]=[CH:6][CH:5]=1.[O-]S([O-])(=O)=O.[Mg+2]. (5) Given the product [Br:16][CH2:12][C@@H:11]([CH3:14])[CH2:10][N:1]1[C:9]2[C:4](=[CH:5][CH:6]=[CH:7][CH:8]=2)[CH:3]=[N:2]1, predict the reactants needed to synthesize it. The reactants are: [N:1]1([CH2:10][C@@H:11]([CH3:14])[CH2:12]O)[C:9]2[C:4](=[CH:5][CH:6]=[CH:7][CH:8]=2)[CH:3]=[N:2]1.P(Br)(Br)[Br:16].